Dataset: Forward reaction prediction with 1.9M reactions from USPTO patents (1976-2016). Task: Predict the product of the given reaction. (1) Given the reactants [CH2:1]([O:3][C:4](=[O:16])[C:5](=O)[CH2:6][C:7]([C:9]1[CH:10]=[N:11][N:12]([CH3:14])[CH:13]=1)=O)[CH3:2].[NH:17]([C:19]1[CH:20]=[CH:21][C:22]([O:25][CH3:26])=[N:23][CH:24]=1)[NH2:18].C(O)(=O)C.C(=O)([O-])O.[Na+], predict the reaction product. The product is: [CH2:1]([O:3][C:4]([C:5]1[CH:6]=[C:7]([C:9]2[CH:10]=[N:11][N:12]([CH3:14])[CH:13]=2)[N:17]([C:19]2[CH:24]=[N:23][C:22]([O:25][CH3:26])=[CH:21][CH:20]=2)[N:18]=1)=[O:16])[CH3:2]. (2) Given the reactants [N:1]1[C:10]2[C:5](=[CH:6][CH:7]=[CH:8][CH:9]=2)[C:4]([C@@H:11]([NH2:13])[CH3:12])=[CH:3][CH:2]=1.C([O:18][C:19]([C:21]1[CH:26]=[CH:25][CH:24]=[CH:23][C:22]=1[C:27]1[CH:32]=[CH:31][C:30]([CH2:33][N:34]2[C:42]3[C:37](=[CH:38][C:39]([C:43](O)=[O:44])=[CH:40][CH:41]=3)[C:36]([CH3:46])=[C:35]2[CH3:47])=[CH:29][CH:28]=1)=[O:20])(C)(C)C, predict the reaction product. The product is: [CH3:47][C:35]1[N:34]([CH2:33][C:30]2[CH:31]=[CH:32][C:27]([C:22]3[C:21]([C:19]([OH:20])=[O:18])=[CH:26][CH:25]=[CH:24][CH:23]=3)=[CH:28][CH:29]=2)[C:42]2[C:37]([C:36]=1[CH3:46])=[CH:38][C:39]([C:43](=[O:44])[NH:13][C@H:11]([C:4]1[C:5]3[C:10](=[CH:9][CH:8]=[CH:7][CH:6]=3)[N:1]=[CH:2][CH:3]=1)[CH3:12])=[CH:40][CH:41]=2. (3) Given the reactants [F:1][C:2]([F:14])([F:13])[C:3]([NH:5][C:6]1[CH:11]=[CH:10][CH:9]=[CH:8][C:7]=1[CH3:12])=[O:4].Br[CH2:16][C:17](Br)=[O:18].[Al+3].[Cl-].[Cl-].[Cl-], predict the reaction product. The product is: [C:17]([C:9]1[CH:10]=[CH:11][C:6]([NH:5][C:3](=[O:4])[C:2]([F:13])([F:14])[F:1])=[C:7]([CH3:12])[CH:8]=1)(=[O:18])[CH3:16]. (4) Given the reactants [F:1][C:2]1[CH:8]=[C:7]([C:9]([F:21])([F:20])[C:10]([F:19])([F:18])[C:11]([F:17])([F:16])[C:12]([F:15])([F:14])[F:13])[CH:6]=[CH:5][C:3]=1[NH2:4].Cl[C:23]1[C:28]([C:29]([O:31][CH2:32][CH3:33])=[O:30])=[CH:27][N:26]=[C:25]([Cl:34])[CH:24]=1.Cl, predict the reaction product. The product is: [Cl:34][C:25]1[CH:24]=[C:23]([NH:4][C:3]2[CH:5]=[CH:6][C:7]([C:9]([F:20])([F:21])[C:10]([F:18])([F:19])[C:11]([F:16])([F:17])[C:12]([F:14])([F:15])[F:13])=[CH:8][C:2]=2[F:1])[C:28]([C:29]([O:31][CH2:32][CH3:33])=[O:30])=[CH:27][N:26]=1.